Dataset: hERG Central: cardiac toxicity at 1µM, 10µM, and general inhibition. Task: Predict hERG channel inhibition at various concentrations. (1) Results: hERG_inhib (hERG inhibition (general)): blocker. The molecule is O=C1CC(N2CCN(CCc3ccccn3)CC2)C(=O)N1c1ccc(Cl)cc1. (2) The drug is CSc1cccc(CN2CCN(Cc3ccccc3)C(CCO)C2)c1. Results: hERG_inhib (hERG inhibition (general)): blocker. (3) The drug is CCSc1ccccc1C(=O)Nc1ccc([N+](=O)[O-])cc1OC. Results: hERG_inhib (hERG inhibition (general)): blocker.